Dataset: Reaction yield outcomes from USPTO patents with 853,638 reactions. Task: Predict the reaction yield, written as a fraction of the theoretical maximum amount of product (1.0 means a 100% yield; for example, 0.34 means a 34% yield). (1) The reactants are [F:1][C:2]1[CH:3]=[C:4]([OH:9])[CH:5]=[CH:6][C:7]=1[F:8].F[C:11]1[CH:16]=[CH:15][CH:14]=[CH:13][C:12]=1[N+:17]([O-:19])=[O:18].[F:20][C:21]1[CH:22]=[C:23]([CH:32]=[CH:33][C:34]=1[F:35])[O:24][C:25]1[CH:31]=[CH:30][CH:29]=[CH:28][C:26]=1[NH2:27].[NH2:36][C:37]1[S:38][CH:39]=[CH:40][N:41]=1. No catalyst specified. The product is [F:1][C:2]1[CH:3]=[C:4]([CH:5]=[CH:6][C:7]=1[F:8])[O:9][C:11]1[CH:16]=[CH:15][CH:14]=[CH:13][C:12]=1[N+:17]([O-:19])=[O:18].[F:20][C:21]1[CH:22]=[C:23]([CH:32]=[CH:33][C:34]=1[F:35])[O:24][C:25]1[CH:31]=[CH:30][CH:29]=[CH:28][C:26]=1[NH:27][C:4]([NH:36][C:37]1[S:38][CH:39]=[CH:40][N:41]=1)=[O:9]. The yield is 0.600. (2) The catalyst is C1COCC1.CO.O. The reactants are Cl.FC1C=C(C=CC=1)CN1C=C(C2C3C(=NC=C(C4C=CC(C5CCNCC5)=CC=4)C=3)N(S(C3C=CC(C)=CC=3)(=O)=O)C=2)C=N1.[F:46][C:47]1[CH:48]=[C:49]([CH:93]=[CH:94][CH:95]=1)[CH2:50][N:51]1[CH:55]=[C:54]([C:56]2[C:64]3[C:59](=[N:60][CH:61]=[C:62]([C:65]4[CH:70]=[CH:69][C:68]([N:71]5[CH2:76][CH2:75][N:74]([CH2:77][C@@H:78]([OH:80])[CH3:79])[CH2:73][CH2:72]5)=[C:67]([O:81][CH3:82])[CH:66]=4)[CH:63]=3)[N:58](S(C3C=CC(C)=CC=3)(=O)=O)[CH:57]=2)[CH:53]=[N:52]1.[OH-].[Li+]. The yield is 0.650. The product is [F:46][C:47]1[CH:48]=[C:49]([CH:93]=[CH:94][CH:95]=1)[CH2:50][N:51]1[CH:55]=[C:54]([C:56]2[C:64]3[C:59](=[N:60][CH:61]=[C:62]([C:65]4[CH:70]=[CH:69][C:68]([N:71]5[CH2:76][CH2:75][N:74]([CH2:77][C@@H:78]([OH:80])[CH3:79])[CH2:73][CH2:72]5)=[C:67]([O:81][CH3:82])[CH:66]=4)[CH:63]=3)[NH:58][CH:57]=2)[CH:53]=[N:52]1. (3) The reactants are [CH3:1][C:2]1[C:11]2[C:6](=[N:7][C:8]([C:12]3[CH:17]=[CH:16][CH:15]=[C:14]([C:18]([F:21])([F:20])[F:19])[CH:13]=3)=[CH:9][CH:10]=2)[NH:5][CH2:4][CH:3]=1. The catalyst is C1COCC1.[Pd]. The product is [CH3:1][CH:2]1[C:11]2[C:6](=[N:7][C:8]([C:12]3[CH:17]=[CH:16][CH:15]=[C:14]([C:18]([F:21])([F:19])[F:20])[CH:13]=3)=[CH:9][CH:10]=2)[NH:5][CH2:4][CH2:3]1. The yield is 0.930. (4) The reactants are [Br:1][C:2]1[CH:6]=[N:5][N:4]([CH3:7])[C:3]=1[C:8]1[CH:9]=[C:10]([NH2:16])[CH:11]=[CH:12][C:13]=1[O:14][CH3:15].[CH3:17][O:18][C:19]1[CH:20]=[C:21]([N:25]=[C:26]=[O:27])[CH:22]=[CH:23][CH:24]=1. The catalyst is C(Cl)Cl. The product is [Br:1][C:2]1[CH:6]=[N:5][N:4]([CH3:7])[C:3]=1[C:8]1[CH:9]=[C:10]([NH:16][C:26]([NH:25][C:21]2[CH:22]=[CH:23][CH:24]=[C:19]([O:18][CH3:17])[CH:20]=2)=[O:27])[CH:11]=[CH:12][C:13]=1[O:14][CH3:15]. The yield is 0.940. (5) The reactants are [C:1]([C:3]1[C:4]([C:25]2[CH:30]=[CH:29][C:28]([Cl:31])=[CH:27][C:26]=2[Cl:32])=[C:5]([C:20]([O:22][CH2:23][CH3:24])=[O:21])[S:6][C:7]=1[NH:8]CC1C=CC(OC)=CC=1OC)#[N:2].FC(F)(F)C(O)=O. The catalyst is ClCCl. The product is [NH2:8][C:7]1[S:6][C:5]([C:20]([O:22][CH2:23][CH3:24])=[O:21])=[C:4]([C:25]2[CH:30]=[CH:29][C:28]([Cl:31])=[CH:27][C:26]=2[Cl:32])[C:3]=1[C:1]#[N:2]. The yield is 0.900. (6) The reactants are [H-].[Na+].[CH2:3]([C:5]1[NH:9][CH:8]=[N:7][N:6]=1)[CH3:4].[CH3:10][N:11]([CH3:16])[S:12](Cl)(=[O:14])=[O:13].[NH4+].[Cl-]. The catalyst is CN(C=O)C. The product is [CH2:3]([C:5]1[N:9]([S:12]([N:11]([CH3:16])[CH3:10])(=[O:14])=[O:13])[CH:8]=[N:7][N:6]=1)[CH3:4]. The yield is 0.590. (7) The reactants are [CH:1]12[CH2:10][CH:5]3[CH2:6][CH:7]([CH2:9][CH:3]([CH2:4]3)[CH:2]1[N:11]1[C:14](=[O:15])[CH2:13][N:12]1C(OCC1C=CC=CC=1)=O)[CH2:8]2. The catalyst is O1CCCC1.[C].[Pd]. The product is [CH:1]12[CH2:8][CH:7]3[CH2:6][CH:5]([CH2:4][CH:3]([CH2:9]3)[CH:2]1[N:11]1[C:14](=[O:15])[CH2:13][NH:12]1)[CH2:10]2. The yield is 0.568. (8) The reactants are [CH2:1]([NH2:3])[CH3:2].[CH3:4][N:5]([CH3:16])[S:6]([N:9]1[CH:13]=[C:12](C=O)[N:11]=[CH:10]1)(=[O:8])=[O:7].[BH4-].[Na+].O.[CH3:20]O. No catalyst specified. The product is [CH3:16][N:5]([CH3:4])[S:6]([N:9]1[C:13]([CH2:20][NH:3][CH2:1][CH3:2])=[CH:12][N:11]=[CH:10]1)(=[O:7])=[O:8]. The yield is 0.270. (9) The reactants are [BH4-].[Na+].[S:3]1[CH:7]=[CH:6][CH:5]=[C:4]1[CH2:8][C:9]#[N:10].BrC[CH2:13][CH2:14][O:15][Si](C(C)(C)C)(C)C. The yield is 0.430. The catalyst is CN(C=O)C. The product is [C:9]([CH:8]([C:4]1[S:3][CH:7]=[CH:6][CH:5]=1)[CH2:13][CH2:14][OH:15])#[N:10].